This data is from Full USPTO retrosynthesis dataset with 1.9M reactions from patents (1976-2016). The task is: Predict the reactants needed to synthesize the given product. (1) Given the product [CH2:6]([O:5]/[CH:1]=[N:3]/[NH:2][C:1]([O:5][CH2:6][CH3:7])=[O:4])[CH3:7], predict the reactants needed to synthesize it. The reactants are: [C:1]([O:5][CH2:6][CH3:7])(=[O:4])[NH:2][NH2:3]. (2) Given the product [F:22][C:23]1[CH:28]=[CH:27][C:26]([C:2]2[CH2:6][CH2:5][CH2:4][C:3]=2[N:7]2[C:15]3[CH:14]=[CH:13][C:12]([CH3:16])=[CH:11][C:10]=3[C:9]3[CH2:17][N:18]([CH3:21])[CH2:19][CH2:20][C:8]2=3)=[CH:25][CH:24]=1, predict the reactants needed to synthesize it. The reactants are: Br[C:2]1[CH2:6][CH2:5][CH2:4][C:3]=1[N:7]1[C:15]2[CH:14]=[CH:13][C:12]([CH3:16])=[CH:11][C:10]=2[C:9]2[CH2:17][N:18]([CH3:21])[CH2:19][CH2:20][C:8]1=2.[F:22][C:23]1[CH:28]=[CH:27][C:26](B(O)O)=[CH:25][CH:24]=1.C(=O)([O-])[O-].[K+].[K+].O. (3) Given the product [CH3:9][C:1]1([CH:7]=[O:8])[CH2:6][CH2:5][CH2:4][CH2:3][CH2:2]1, predict the reactants needed to synthesize it. The reactants are: [CH:1]1([CH:7]=[O:8])[CH2:6][CH2:5][CH2:4][CH2:3][CH2:2]1.[CH3:9]C(C)([O-])C.[K+].CI.